Predict which catalyst facilitates the given reaction. From a dataset of Catalyst prediction with 721,799 reactions and 888 catalyst types from USPTO. (1) Reactant: [CH2:1]([NH:3][C:4]1[C:5]([NH2:11])=[C:6]([F:10])[CH:7]=[CH:8][CH:9]=1)[CH3:2].[C:12](C1NC=CN=1)(C1NC=CN=1)=[O:13]. Product: [CH2:1]([N:3]1[C:4]2[CH:9]=[CH:8][CH:7]=[C:6]([F:10])[C:5]=2[NH:11][C:12]1=[O:13])[CH3:2]. The catalyst class is: 7. (2) Reactant: C(OC([O:9][CH2:10][CH3:11])=O)(=O)OCC.[CH2:12]([NH:14][C:15]([NH:17][C:18]1[N:19]=[C:20]2[CH:25]=C(C3C=NC=CC=3)[CH:23]=[CH:22][N:21]2[CH:32]=1)=[O:16])[CH3:13].[NH:33]1[CH2:38][CH2:37][CH2:36][CH2:35][CH2:34]1. Product: [CH2:12]([NH:14][C:15]([NH:17][C:18]1[N:19]=[C:20]2[CH:25]=[C:11]([C:10]([N:33]3[CH2:38][CH2:37][CH2:36][CH2:35][CH2:34]3)=[O:9])[CH:23]=[CH:22][N:21]2[CH:32]=1)=[O:16])[CH3:13]. The catalyst class is: 9. (3) Reactant: [Br:1][C:2]1[N:7]2[N:8]=[C:9]([NH2:11])[N:10]=[C:6]2[CH:5]=[CH:4][CH:3]=1.[C:12](O[C:12]([O:14][C:15]([CH3:18])([CH3:17])[CH3:16])=[O:13])([O:14][C:15]([CH3:18])([CH3:17])[CH3:16])=[O:13]. Product: [C:15]([O:14][C:12]([N:11]([C:12]([O:14][C:15]([CH3:18])([CH3:17])[CH3:16])=[O:13])[C:9]1[N:10]=[C:6]2[CH:5]=[CH:4][CH:3]=[C:2]([Br:1])[N:7]2[N:8]=1)=[O:13])([CH3:18])([CH3:17])[CH3:16]. The catalyst class is: 594. (4) Reactant: [OH:1][CH:2]1[CH2:7][CH2:6][CH:5]([NH:8][C:9]2[C:10]3[N:11]([CH:17]=[CH:18][CH:19]=3)[N:12]=[CH:13][C:14]=2[C:15]#[N:16])[CH2:4][CH2:3]1.[OH-:20].[NH4+].OO. Product: [OH:1][CH:2]1[CH2:7][CH2:6][CH:5]([NH:8][C:9]2[C:10]3[N:11]([CH:17]=[CH:18][CH:19]=3)[N:12]=[CH:13][C:14]=2[C:15]([NH2:16])=[O:20])[CH2:4][CH2:3]1. The catalyst class is: 8. (5) Reactant: [NH2:1][C:2]1[CH:3]=[C:4]([CH:26]=[CH:27][C:28]=1[C:29]#[N:30])[CH2:5][N:6]1[C:11](=[O:12])[CH2:10][N:9]([C:13](=[O:22])[CH2:14][O:15][C:16]2[S:17][C:18]([Cl:21])=[CH:19][CH:20]=2)[CH2:8][CH:7]1[C:23]([OH:25])=[O:24].[N:31]1C=NC=N[CH:32]=1.CC(O)=O. Product: [NH2:30][C:29]1[C:28]2[C:2](=[CH:3][C:4]([CH2:5][N:6]3[C:11](=[O:12])[CH2:10][N:9]([C:13](=[O:22])[CH2:14][O:15][C:16]4[S:17][C:18]([Cl:21])=[CH:19][CH:20]=4)[CH2:8][CH:7]3[C:23]([OH:25])=[O:24])=[CH:26][CH:27]=2)[N:1]=[CH:32][N:31]=1. The catalyst class is: 14. (6) Reactant: CI.[CH:3]1[C:8]2=[C:9]3[C:17](=[CH:18][CH:19]=[C:7]2[CH:6]=[CH:5][CH:4]=1)[C:16]1C(=[CH:12][CH:13]=[C:14]2[CH:23]=[CH:22][CH:21]=[CH:20][C:15]2=1)C3.[CH3:24][C:25]([CH3:28])([O-])[CH3:26].[K+].CS(C)=O. Product: [CH3:24][C:25]1([CH3:28])[C:9]2[C:17](=[CH:18][CH:19]=[C:7]3[CH:6]=[CH:5][CH:4]=[CH:3][C:8]3=2)[C:16]2[C:26]1=[CH:12][CH:13]=[C:14]1[CH:23]=[CH:22][CH:21]=[CH:20][C:15]1=2. The catalyst class is: 6. (7) Reactant: [Cl:1][C:2]1[CH:7]=[CH:6][C:5]([C:8]2[N:12]([C:13]3[CH:18]=[CH:17][C:16]([Cl:19])=[CH:15][C:14]=3[Cl:20])[N:11]=[C:10]([C:21]([O:23]CC)=O)[C:9]=2[S:26][CH3:27])=[CH:4][CH:3]=1.O.[NH2:29][NH2:30]. Product: [Cl:1][C:2]1[CH:3]=[CH:4][C:5]([C:8]2[N:12]([C:13]3[CH:18]=[CH:17][C:16]([Cl:19])=[CH:15][C:14]=3[Cl:20])[N:11]=[C:10]([C:21]([NH:29][NH2:30])=[O:23])[C:9]=2[S:26][CH3:27])=[CH:6][CH:7]=1. The catalyst class is: 351.